This data is from CYP1A2 inhibition data for predicting drug metabolism from PubChem BioAssay. The task is: Regression/Classification. Given a drug SMILES string, predict its absorption, distribution, metabolism, or excretion properties. Task type varies by dataset: regression for continuous measurements (e.g., permeability, clearance, half-life) or binary classification for categorical outcomes (e.g., BBB penetration, CYP inhibition). Dataset: cyp1a2_veith. The compound is CCOC(=O)C1=C(c2ccccc2)N=c2s/c(=C\c3cc(OC)c(OC)c(OC)c3)c(=O)n2C1c1cccs1. The result is 0 (non-inhibitor).